This data is from Reaction yield outcomes from USPTO patents with 853,638 reactions. The task is: Predict the reaction yield, written as a fraction of the theoretical maximum amount of product (1.0 means a 100% yield; for example, 0.34 means a 34% yield). The reactants are [Cl:1][C:2]1[CH:3]=[C:4]([C:12]2[N:16]=[C:15]([C:17]3[CH:26]=[CH:25][CH:24]=[C:23]4[C:18]=3[CH2:19][CH2:20][N:21]([CH2:27][C:28]([O:30]C(C)(C)C)=[O:29])[CH2:22]4)[O:14][N:13]=2)[CH:5]=[CH:6][C:7]=1[O:8][CH:9]([CH3:11])[CH3:10].C([SiH](C(C)C)C(C)C)(C)C.C(O)(C(F)(F)F)=O. The catalyst is ClCCl. The product is [Cl:1][C:2]1[CH:3]=[C:4]([C:12]2[N:16]=[C:15]([C:17]3[CH:26]=[CH:25][CH:24]=[C:23]4[C:18]=3[CH2:19][CH2:20][N:21]([CH2:27][C:28]([OH:30])=[O:29])[CH2:22]4)[O:14][N:13]=2)[CH:5]=[CH:6][C:7]=1[O:8][CH:9]([CH3:10])[CH3:11]. The yield is 0.930.